Task: Predict which catalyst facilitates the given reaction.. Dataset: Catalyst prediction with 721,799 reactions and 888 catalyst types from USPTO (1) Reactant: [CH:1]1([C:6]2[CH:37]=[CH:36][C:9]([CH2:10][O:11][C:12]3[CH:20]=[CH:19][C:18]4[N:17]5[CH2:21][CH2:22][CH:23]([CH2:24][C:25]([O:27]C(C)(C)C)=[O:26])[C:16]5=[C:15]([CH:32]5[CH2:35][CH2:34][CH2:33]5)[C:14]=4[CH:13]=3)=[CH:8][C:7]=2[C:38]([F:41])([F:40])[F:39])[CH2:5][CH2:4][CH2:3][CH2:2]1.NC(CS)C(O)=O. Product: [CH:32]1([C:15]2[C:14]3[CH:13]=[C:12]([O:11][CH2:10][C:9]4[CH:36]=[CH:37][C:6]([CH:1]5[CH2:2][CH2:3][CH2:4][CH2:5]5)=[C:7]([C:38]([F:41])([F:40])[F:39])[CH:8]=4)[CH:20]=[CH:19][C:18]=3[N:17]3[CH2:21][CH2:22][CH:23]([CH2:24][C:25]([OH:27])=[O:26])[C:16]=23)[CH2:35][CH2:34][CH2:33]1. The catalyst class is: 67. (2) Reactant: CN(C)C=O.CC1C=CC(S([O:16][CH2:17][CH2:18][O:19][CH:20]2[CH2:25][CH2:24][CH2:23][CH2:22][O:21]2)(=O)=O)=CC=1.O[CH:27]1[CH2:32][CH2:31][N:30]([C:33]([O:35][CH2:36][C:37]2[CH:42]=[CH:41][CH:40]=[CH:39][CH:38]=2)=[O:34])[CH2:29][CH2:28]1.[H-].[Na+]. Product: [O:21]1[CH2:22][CH2:23][CH2:24][CH2:25][CH:20]1[O:19][CH2:18][CH2:17][O:16][CH:27]1[CH2:32][CH2:31][N:30]([C:33]([O:35][CH2:36][C:37]2[CH:38]=[CH:39][CH:40]=[CH:41][CH:42]=2)=[O:34])[CH2:29][CH2:28]1. The catalyst class is: 229. (3) Reactant: [CH2:1]([CH:3]([CH2:32][CH3:33])[CH:4]([NH:15][C:16]1[CH:21]=[CH:20][C:19]([C:22]([NH:24][CH2:25][CH2:26][C:27]([O:29]CC)=[O:28])=[O:23])=[CH:18][CH:17]=1)[C:5]1[S:6][C:7]2[CH:14]=[CH:13][CH:12]=[CH:11][C:8]=2[C:9]=1[CH3:10])[CH3:2].O1CCCC1.[OH-].[Na+]. Product: [CH2:32]([CH:3]([CH2:1][CH3:2])[CH:4]([NH:15][C:16]1[CH:17]=[CH:18][C:19]([C:22]([NH:24][CH2:25][CH2:26][C:27]([OH:29])=[O:28])=[O:23])=[CH:20][CH:21]=1)[C:5]1[S:6][C:7]2[CH:14]=[CH:13][CH:12]=[CH:11][C:8]=2[C:9]=1[CH3:10])[CH3:33]. The catalyst class is: 8. (4) Product: [CH:1]1([CH2:4][CH2:5][C:6]2[CH:7]=[CH:8][C:9]([N:12]3[C:17](=[O:18])[C:16]4[CH:19]=[CH:20][NH:21][C:15]=4[N:14]=[C:13]3[S:22][CH3:25])=[CH:10][CH:11]=2)[CH2:3][CH2:2]1. Reactant: [CH:1]1([CH2:4][CH2:5][C:6]2[CH:11]=[CH:10][C:9]([N:12]3[C:17](=[O:18])[C:16]4[CH:19]=[CH:20][NH:21][C:15]=4[NH:14][C:13]3=[S:22])=[CH:8][CH:7]=2)[CH2:3][CH2:2]1.IC.[C:25](=O)([O-])O.[Na+]. The catalyst class is: 9. (5) Reactant: [Cl:1][C:2]1[CH:7]=[CH:6][CH:5]=[CH:4][C:3]=1[CH:8]([N:12]1[CH2:17][CH2:16][C:15]2[S:18][CH:19]=[CH:20][C:14]=2[CH2:13]1)[C:9](N)=[O:10].C1(C)C=CC=CC=1.OS(O)(=O)=O.[C:33](=O)([O-])[O-:34].[Na+].[Na+]. Product: [Cl:1][C:2]1[CH:7]=[CH:6][CH:5]=[CH:4][C:3]=1[C@H:8]([N:12]1[CH2:17][CH2:16][C:15]2[S:18][CH:19]=[CH:20][C:14]=2[CH2:13]1)[C:9]([O:34][CH3:33])=[O:10]. The catalyst class is: 5.